From a dataset of Full USPTO retrosynthesis dataset with 1.9M reactions from patents (1976-2016). Predict the reactants needed to synthesize the given product. (1) The reactants are: [CH2:1]([N:8]1[C:13](=O)[C:12]([C:15]2[CH:20]=[CH:19][C:18]([F:21])=[CH:17][CH:16]=2)=[C:11]([C:22]2[CH:27]=[CH:26][C:25]([S:28]([CH3:31])(=[O:30])=[O:29])=[CH:24][CH:23]=2)[CH:10]=[N:9]1)[C:2]1[CH:7]=[CH:6][CH:5]=[CH:4][CH:3]=1.COC1C=CC(P2(SP(C3C=CC(OC)=CC=3)(=S)S2)=[S:41])=CC=1. Given the product [CH2:1]([N:8]1[C:13](=[S:41])[C:12]([C:15]2[CH:20]=[CH:19][C:18]([F:21])=[CH:17][CH:16]=2)=[C:11]([C:22]2[CH:27]=[CH:26][C:25]([S:28]([CH3:31])(=[O:30])=[O:29])=[CH:24][CH:23]=2)[CH:10]=[N:9]1)[C:2]1[CH:7]=[CH:6][CH:5]=[CH:4][CH:3]=1, predict the reactants needed to synthesize it. (2) Given the product [OH:59][NH:58][CH:10]([C:3]1[CH:4]=[C:5]([CH3:9])[CH:6]=[C:7]([CH3:8])[C:2]=1[OH:1])[CH2:11][C:12]([O:14][C:15]([CH3:18])([CH3:17])[CH3:16])=[O:13], predict the reactants needed to synthesize it. The reactants are: [OH:1][C:2]1[C:7]([CH3:8])=[CH:6][C:5]([CH3:9])=[CH:4][C:3]=1/[CH:10]=[CH:11]/[C:12]([O:14][C:15]([CH3:18])([CH3:17])[CH3:16])=[O:13].S([O-])([O-])(=O)=O.C([N+](CCCC)(CCCC)CCCC)CCC.C([N+](CCCC)(CCCC)CCCC)CCC.[NH2:58][OH:59]. (3) Given the product [C:73]([C:3]1[C:4]2[C:9](=[CH:8][C:7]([C:10]([O:12][CH3:39])=[O:11])=[CH:6][CH:5]=2)[N:1]([CH2:15][C:13]([N:30]2[CH2:31][C@H:32]([F:34])[CH2:33][C@H:29]2[C:27](=[O:28])[NH:26][CH2:25][C:24]2[CH:35]=[CH:36][CH:37]=[C:22]([Cl:21])[C:23]=2[F:38])=[O:19])[CH:2]=1)(=[O:72])[CH3:74], predict the reactants needed to synthesize it. The reactants are: [NH:1]1[C:9]2[C:4](=[CH:5][CH:6]=[C:7]([C:10]([O-:12])=[O:11])[CH:8]=2)[CH:3]=[CH:2]1.[C:13]([OH:19])([C:15](F)(F)F)=O.Cl.[Cl:21][C:22]1[C:23]([F:38])=[C:24]([CH:35]=[CH:36][CH:37]=1)[CH2:25][NH:26][C:27]([C@@H:29]1[CH2:33][C@@H:32]([F:34])[CH2:31][NH:30]1)=[O:28].[CH:39](N(CC)C(C)C)(C)C.CN(C(ON1N=NC2C=CC=NC1=2)=[N+](C)C)C.F[P-](F)(F)(F)(F)F.[O:72]1CCO[CH2:74][CH2:73]1. (4) Given the product [Cl:8][C:6]1[CH:5]=[C:4]([N:9]2[CH:13]=[CH:12][CH:11]=[C:10]2[CH:14]2[C:27]3[C:26](=[CH:22][CH:21]=[C:20]([NH:19][C:16](=[O:18])[CH3:17])[CH:28]=3)[NH:25][C:24]2=[O:29])[CH:3]=[C:2]([Cl:1])[CH:7]=1, predict the reactants needed to synthesize it. The reactants are: [Cl:1][C:2]1[CH:3]=[C:4]([N:9]2[CH:13]=[CH:12][CH:11]=[C:10]2[CH:14]=O)[CH:5]=[C:6]([Cl:8])[CH:7]=1.[C:16]([NH:19][C:20]1[CH:21]=[C:22]2[C:26](=[CH:27][CH:28]=1)[NH:25][C:24](=[O:29])C2)(=[O:18])[CH3:17].N1CCCCC1. (5) Given the product [CH2:1]([N:8]1[C:17](=[O:18])[C:16]2[N:15]=[CH:14][CH:13]=[CH:12][C:11]=2[C:10]([C:25]2[C:21]([CH3:20])=[N:22][O:23][C:24]=2[CH3:29])=[CH:9]1)[C:2]1[CH:7]=[CH:6][CH:5]=[CH:4][CH:3]=1, predict the reactants needed to synthesize it. The reactants are: [CH2:1]([N:8]1[C:17](=[O:18])[C:16]2[N:15]=[CH:14][CH:13]=[CH:12][C:11]=2[C:10](Br)=[CH:9]1)[C:2]1[CH:7]=[CH:6][CH:5]=[CH:4][CH:3]=1.[CH3:20][C:21]1[C:25](B(O)O)=[C:24]([CH3:29])[O:23][N:22]=1.C([O-])([O-])=O.[Na+].[Na+]. (6) Given the product [C:15]([C:14]([C:9]1[CH:10]=[CH:11][C:12](=[O:13])[N:7]([CH:4]([CH3:6])[CH3:5])[N:8]=1)=[C:27]([S:2][CH3:1])[S:28][CH3:30])(=[O:22])[C:16]1[CH:17]=[CH:18][CH:19]=[CH:20][CH:21]=1, predict the reactants needed to synthesize it. The reactants are: [C:1](=S)=[S:2].[CH:4]([N:7]1[C:12](=[O:13])[CH:11]=[CH:10][C:9]([CH2:14][C:15](=[O:22])[C:16]2[CH:21]=[CH:20][CH:19]=[CH:18][CH:17]=2)=[N:8]1)([CH3:6])[CH3:5].[OH-].[Na+].IC.[CH3:27][S:28]([CH3:30])=O. (7) Given the product [C:69]([C:32]1[N:31]=[C:8]([N:11]2[CH2:16][CH2:15][CH:14]([CH:17]3[CH2:18][CH2:19][N:20]([C:23]([O:25][C:26]([CH3:28])([CH3:29])[CH3:27])=[O:24])[CH2:21][CH2:22]3)[CH2:13][CH2:12]2)[CH:9]=[N:34][CH:33]=1)#[N:70], predict the reactants needed to synthesize it. The reactants are: CS(C1C=[CH:9][C:8]([N:11]2[CH2:16][CH2:15][CH:14]([CH:17]3[CH2:22][CH2:21][N:20]([C:23]([O:25][C:26]([CH3:29])([CH3:28])[CH3:27])=[O:24])[CH2:19][CH2:18]3)[CH2:13][CH2:12]2)=CC=1)(=O)=O.C[N:31](C)[CH2:32][CH2:33][N:34](C)C.C1(P(C2C=CC=CC=2)CCCCCP(C2C=CC=CC=2)C2C=CC=CC=2)C=CC=CC=1.[C-:69]#[N:70].[K+]. (8) Given the product [C:15]([C:17]1[CH:21]=[C:20]([CH2:22][C:23]([NH:26][C:27](=[O:33])[O:28][C:29]([CH3:32])([CH3:31])[CH3:30])([CH3:25])[CH3:24])[N:19]([CH2:34][CH2:35][CH3:36])[N:18]=1)#[N:14], predict the reactants needed to synthesize it. The reactants are: FC(F)(F)C(OC(=O)C(F)(F)F)=O.[NH2:14][C:15]([C:17]1[CH:21]=[C:20]([CH2:22][C:23]([NH:26][C:27](=[O:33])[O:28][C:29]([CH3:32])([CH3:31])[CH3:30])([CH3:25])[CH3:24])[N:19]([CH2:34][CH2:35][CH3:36])[N:18]=1)=O.C(N(CC)CC)C.